Predict the reaction yield, written as a fraction of the theoretical maximum amount of product (1.0 means a 100% yield; for example, 0.34 means a 34% yield). From a dataset of Reaction yield outcomes from USPTO patents with 853,638 reactions. The reactants are [C:1]1([OH:11])[C:10]2[CH2:9][CH2:8][CH2:7][CH2:6][C:5]=2[CH:4]=[CH:3][CH:2]=1.[C:12](=O)([O-:14])[O-:13].[K+].[K+].C(=O)=O. The catalyst is O.CC(C)=O. The product is [OH:11][C:1]1[C:10]2[CH2:9][CH2:8][CH2:7][CH2:6][C:5]=2[CH:4]=[CH:3][C:2]=1[C:12]([OH:14])=[O:13]. The yield is 0.900.